This data is from Catalyst prediction with 721,799 reactions and 888 catalyst types from USPTO. The task is: Predict which catalyst facilitates the given reaction. Reactant: [H-].[Li+].[F:3][C:4]1[CH:5]=[C:6]2[C:11](=[CH:12][CH:13]=1)[NH:10][C:9](=[O:14])[CH:8]=[N:7]2.Br[CH2:16][CH2:17][CH:18]1[O:22][CH2:21][CH2:20][O:19]1.O. Product: [O:19]1[CH2:20][CH2:21][O:22][CH:18]1[CH2:17][CH2:16][N:10]1[C:11]2[C:6](=[CH:5][C:4]([F:3])=[CH:13][CH:12]=2)[N:7]=[CH:8][C:9]1=[O:14]. The catalyst class is: 9.